Dataset: Full USPTO retrosynthesis dataset with 1.9M reactions from patents (1976-2016). Task: Predict the reactants needed to synthesize the given product. (1) Given the product [F:20][C:21]1([F:29])[CH2:26][CH2:25][CH2:24][CH:23]([CH2:27][NH:28][C:11]([C:9]2[CH:8]=[C:7]([CH:14]3[CH2:18][CH2:17][O:16][CH2:15]3)[N:6]3[C:10]=2[C:2]([Cl:1])=[CH:3][CH:4]=[CH:5]3)=[O:13])[CH2:22]1, predict the reactants needed to synthesize it. The reactants are: [Cl:1][C:2]1[C:10]2[N:6]([C:7]([CH:14]3[CH2:18][CH2:17][O:16][CH2:15]3)=[CH:8][C:9]=2[C:11]([OH:13])=O)[CH:5]=[CH:4][CH:3]=1.Cl.[F:20][C:21]1([F:29])[CH2:26][CH2:25][CH2:24][CH:23]([CH2:27][NH2:28])[CH2:22]1.Cl.CN(C)CCCN=C=NCC.N1(O)C2C=CC=CC=2N=N1.C(N(C(C)C)C(C)C)C. (2) Given the product [CH3:12][C:13]([NH:19][C:20]([C:22]1[C:34]([I:1])=[CH:33][CH:32]=[CH:31][C:23]=1[C:24]([O:26][CH2:27][CH2:28][CH2:29][CH3:30])=[O:25])=[O:21])([CH3:18])[CH2:14][S:15]([CH3:17])=[O:16], predict the reactants needed to synthesize it. The reactants are: [I:1]N1C(C)(C)C(=O)N(I)C1=O.[CH3:12][C:13]([NH:19][C:20]([C:22]1[CH:34]=[CH:33][CH:32]=[CH:31][C:23]=1[C:24]([O:26][CH2:27][CH2:28][CH2:29][CH3:30])=[O:25])=[O:21])([CH3:18])[CH2:14][S:15]([CH3:17])=[O:16]. (3) The reactants are: [CH3:1][S:2]([C:5]1[CH:24]=[CH:23][C:8]([CH2:9][NH:10][C:11]([C:13]2[CH:18]=[C:17]([NH2:19])[C:16]([C:20]#[N:21])=[C:15](Cl)[N:14]=2)=[O:12])=[CH:7][CH:6]=1)(=[O:4])=[O:3].[CH:25]1([NH2:30])[CH2:29][CH2:28][CH2:27][CH2:26]1. Given the product [NH2:19][C:17]1[C:16]([C:20]#[N:21])=[C:15]([NH:30][CH:25]2[CH2:29][CH2:28][CH2:27][CH2:26]2)[N:14]=[C:13]([C:11]([NH:10][CH2:9][C:8]2[CH:23]=[CH:24][C:5]([S:2]([CH3:1])(=[O:4])=[O:3])=[CH:6][CH:7]=2)=[O:12])[CH:18]=1, predict the reactants needed to synthesize it.